Dataset: Reaction yield outcomes from USPTO patents with 853,638 reactions. Task: Predict the reaction yield, written as a fraction of the theoretical maximum amount of product (1.0 means a 100% yield; for example, 0.34 means a 34% yield). (1) The catalyst is C1COCC1.CN(C)C1C=CN=CC=1. The product is [CH3:1][O:2][C:3]1[CH:4]=[C:5]([N:26]([S:37]([CH3:36])(=[O:39])=[O:38])[S:37]([CH3:36])(=[O:39])=[O:38])[CH:6]=[CH:7][C:8]=1[C:9]1[O:10][C:11]([C:14]2[C:15]([C:20]3[CH:21]=[CH:22][CH:23]=[CH:24][CH:25]=3)=[N:16][O:17][C:18]=2[CH3:19])=[N:12][N:13]=1. The reactants are [CH3:1][O:2][C:3]1[CH:4]=[C:5]([NH2:26])[CH:6]=[CH:7][C:8]=1[C:9]1[O:10][C:11]([C:14]2[C:15]([C:20]3[CH:25]=[CH:24][CH:23]=[CH:22][CH:21]=3)=[N:16][O:17][C:18]=2[CH3:19])=[N:12][N:13]=1.C(N(CC)C(C)C)(C)C.[CH3:36][S:37](Cl)(=[O:39])=[O:38]. The yield is 0.710. (2) The reactants are [C:1]([O:9][C:10]1[CH:19]=[CH:18][CH:17]=[C:16]2[C:11]=1[CH2:12][C@H:13]1[CH2:22][C@@H:21]([OH:23])[C@H:20](/[CH:24]=[CH:25]/[C@@H:26]([OH:32])[CH2:27][CH2:28][CH2:29][CH2:30][CH3:31])[C@H:14]1[CH2:15]2)(=[O:8])[C:2]1[CH:7]=[CH:6][CH:5]=[CH:4][CH:3]=1. The catalyst is CO.[Pd]. The product is [C:1]([O:9][C:10]1[CH:19]=[CH:18][CH:17]=[C:16]2[C:11]=1[CH2:12][C@H:13]1[CH2:22][C@@H:21]([OH:23])[C@H:20]([CH2:24][CH2:25][C@@H:26]([OH:32])[CH2:27][CH2:28][CH2:29][CH2:30][CH3:31])[C@H:14]1[CH2:15]2)(=[O:8])[C:2]1[CH:7]=[CH:6][CH:5]=[CH:4][CH:3]=1. The yield is 0.870.